Dataset: HIV replication inhibition screening data with 41,000+ compounds from the AIDS Antiviral Screen. Task: Binary Classification. Given a drug SMILES string, predict its activity (active/inactive) in a high-throughput screening assay against a specified biological target. (1) The drug is CC12CCC3c4ccc(OC(=O)c5ccccc5)cc4CCC3C1CCC2OC(=O)c1cccc2c(=O)c3ccccc3[nH]c12. The result is 0 (inactive). (2) The compound is CC(C)(C)P1(=O)OCC(c2ccccc2)CO1.CC(C)(C)P1(=O)OCC(c2ccccc2)CO1. The result is 0 (inactive). (3) The drug is Cc1cn(C2CC(N=[N+]=[N-])C(COC(=O)CCCCCCCCCCCc3ccccc3)O2)c(=O)[nH]c1=O. The result is 1 (active). (4) The compound is CCCCCCCCCCCC(=O)OCCOCCOCCOCCOCCOCc1ccccc1. The result is 0 (inactive). (5) The molecule is CC(C)CCCC(C)C1CCC2C3CCC4CC(CCC=C(c5cc(Cl)c(OCc6cccc(C(=O)O)c6)c(C(=O)O)c5)c5cc(Cl)c(OCc6cccc(C(=O)O)c6)c(C(=O)O)c5)CCC4(C)C3CCC12C.[NaH]. The result is 1 (active). (6) The molecule is CC(C)=COS(=O)(=O)C(F)(F)F. The result is 0 (inactive).